Dataset: Reaction yield outcomes from USPTO patents with 853,638 reactions. Task: Predict the reaction yield, written as a fraction of the theoretical maximum amount of product (1.0 means a 100% yield; for example, 0.34 means a 34% yield). (1) The reactants are [CH3:1][O:2][C:3]1[CH:4]=[C:5]([N:9]2[CH:13]=[C:12]([C:14](OC)=[O:15])[C:11]([CH3:18])=[N:10]2)[CH:6]=[CH:7][CH:8]=1.[H-].[Al+3].[Li+].[H-].[H-].[H-]. The catalyst is O1CCCC1.C1(C)C=CC=CC=1.[O-2].[O-2].[Mn+4]. The product is [CH3:1][O:2][C:3]1[CH:4]=[C:5]([N:9]2[CH:13]=[C:12]([CH:14]=[O:15])[C:11]([CH3:18])=[N:10]2)[CH:6]=[CH:7][CH:8]=1. The yield is 0.640. (2) The reactants are [CH2:1]([O:8][C:9]([C:11]1[C:19]2[C:14](=[CH:15][CH:16]=[C:17]([O:20][CH:21]([CH3:25])[C:22](=O)[CH3:23])[CH:18]=2)[NH:13][C:12]=1[CH3:26])=[O:10])[C:2]1[CH:7]=[CH:6][CH:5]=[CH:4][CH:3]=1.[NH:27]1[CH2:31][CH2:30][CH2:29][CH2:28]1.C(O[BH-](OC(=O)C)OC(=O)C)(=O)C.[Na+].[OH-].[Na+]. The catalyst is ClC(Cl)C. The product is [CH2:1]([O:8][C:9]([C:11]1[C:19]2[C:14](=[CH:15][CH:16]=[C:17]([O:20][CH:21]([CH3:25])[CH:22]([N:27]3[CH2:31][CH2:30][CH2:29][CH2:28]3)[CH3:23])[CH:18]=2)[NH:13][C:12]=1[CH3:26])=[O:10])[C:2]1[CH:3]=[CH:4][CH:5]=[CH:6][CH:7]=1. The yield is 0.380. (3) The reactants are N1C2C(=NC=CC=2)N([N:10]2[C:14](/[CH:15]=[C:16]3\[C:17](=[O:26])[NH:18][C:19]4[C:24]\3=[CH:23][C:22]([F:25])=[CH:21][CH:20]=4)=[C:13]([CH3:27])[C:12]([C:28]([O-:30])=O)=[C:11]2[CH3:31])N=1.[CH3:32][CH2:33][N:34](C(C)C)C(C)C.[CH3:41][N:42]([CH:44]=[O:45])C. No catalyst specified. The product is [O:45]=[C:44]1[C@@H:33]([NH:34][C:28]([C:12]2[C:13]([CH3:27])=[C:14](/[CH:15]=[C:16]3\[C:17](=[O:26])[NH:18][C:19]4[C:24]\3=[CH:23][C:22]([F:25])=[CH:21][CH:20]=4)[NH:10][C:11]=2[CH3:31])=[O:30])[CH2:32][CH2:41][NH:42]1. The yield is 0.270. (4) The product is [CH3:1][N:2]([C:4](=[O:7])[CH2:5][CH3:6])[N:3]=[C:9]([C:10]([O:12][CH2:13][CH3:14])=[O:11])[C:15]([O:17][CH2:18][CH3:19])=[O:16]. The catalyst is C1(C)C=CC=CC=1. The yield is 0.490. The reactants are [CH3:1][N:2]([C:4](=[O:7])[CH2:5][CH3:6])[NH2:3].O=[C:9]([C:15]([O:17][CH2:18][CH3:19])=[O:16])[C:10]([O:12][CH2:13][CH3:14])=[O:11]. (5) The reactants are Br[CH2:2][CH2:3][O:4][C:5]1[CH:6]=[CH:7][C:8]([C:21]2[NH:30][C:29](=[O:31])[C:28]3[C:23](=[CH:24][C:25]([O:34][CH3:35])=[CH:26][C:27]=3[O:32][CH3:33])[N:22]=2)=[N:9][C:10]=1[C:11]1[CH:16]=[CH:15][C:14]([S:17]([CH3:20])(=[O:19])=[O:18])=[CH:13][CH:12]=1.[NH:36]1[CH2:41][CH2:40][O:39][CH2:38][CH2:37]1.C([O-])([O-])=O.[Na+].[Na+].[ClH:48]. The catalyst is CS(C)=O.O.ClCCl.CO.CCOCC. The product is [ClH:48].[CH3:33][O:32][C:27]1[CH:26]=[C:25]([O:34][CH3:35])[CH:24]=[C:23]2[C:28]=1[C:29](=[O:31])[NH:30][C:21]([C:8]1[CH:7]=[CH:6][C:5]([O:4][CH2:3][CH2:2][N:36]3[CH2:41][CH2:40][O:39][CH2:38][CH2:37]3)=[C:10]([C:11]3[CH:16]=[CH:15][C:14]([S:17]([CH3:20])(=[O:19])=[O:18])=[CH:13][CH:12]=3)[N:9]=1)=[N:22]2. The yield is 0.920. (6) The catalyst is C(Cl)Cl. The reactants are [F:1][C:2]1[CH:7]=[CH:6][C:5]([N:8]2[CH2:13][CH:12]3[C:10]([C:14]([OH:16])=O)([CH2:11]3)[C:9]2=[O:17])=[CH:4][CH:3]=1.CCN(C(C)C)C(C)C.CCN=C=NCCCN(C)C.C1C=CC2N(O)N=NC=2C=1.[F:48][C:49]1[CH:50]=[C:51]([CH:53]=[CH:54][C:55]=1[O:56][C:57]1[C:66]2[C:61](=[CH:62][C:63]([O:69][CH2:70][CH2:71][CH2:72][N:73]3[CH2:78][CH2:77][O:76][CH2:75][CH2:74]3)=[C:64]([O:67][CH3:68])[CH:65]=2)[N:60]=[CH:59][CH:58]=1)[NH2:52].C([O-])([O-])=O.[Na+].[Na+]. The product is [F:48][C:49]1[CH:50]=[C:51]([NH:52][C:14]([C:10]23[CH2:11][CH:12]2[CH2:13][N:8]([C:5]2[CH:4]=[CH:3][C:2]([F:1])=[CH:7][CH:6]=2)[C:9]3=[O:17])=[O:16])[CH:53]=[CH:54][C:55]=1[O:56][C:57]1[C:66]2[C:61](=[CH:62][C:63]([O:69][CH2:70][CH2:71][CH2:72][N:73]3[CH2:78][CH2:77][O:76][CH2:75][CH2:74]3)=[C:64]([O:67][CH3:68])[CH:65]=2)[N:60]=[CH:59][CH:58]=1. The yield is 0.550. (7) The reactants are [CH2:1]1[C:9]2[C:4](=[CH:5][CH:6]=[CH:7][CH:8]=2)[CH2:3][CH:2]1[C@H:10]1[NH:15][C:14](=[O:16])[C@@H:13]([CH:17]([CH2:20][CH3:21])[CH2:18][CH3:19])[N:12]([CH2:22][C:23]2[CH:28]=[CH:27][CH:26]=[CH:25][C:24]=2[S:29]C(C)(C)C)[C:11]1=[O:34].[N+](C1C=CC=CC=1SCl)([O-])=O. The catalyst is C(O)(=O)C.CN(C)C=O. The product is [CH2:1]1[C:9]2[C:4](=[CH:5][CH:6]=[CH:7][CH:8]=2)[CH2:3][CH:2]1[C@H:10]1[NH:15][C:14](=[O:16])[C@@H:13]([CH:17]([CH2:20][CH3:21])[CH2:18][CH3:19])[N:12]([CH2:22][C:23]2[CH:28]=[CH:27][CH:26]=[CH:25][C:24]=2[SH:29])[C:11]1=[O:34]. The yield is 0.820.